Dataset: Full USPTO retrosynthesis dataset with 1.9M reactions from patents (1976-2016). Task: Predict the reactants needed to synthesize the given product. (1) Given the product [NH2:21][C:19]1[C:18]([CH3:22])=[N:17][C:16]2([C:23]3[C:5](=[CH:4][CH:3]=[C:2]([C:33]4[CH:32]=[C:29]([CH:28]=[C:27]([O:26][CH3:25])[CH:34]=4)[C:30]#[N:31])[CH:24]=3)[CH2:6][CH2:7][C:8]32[CH2:9][CH2:10][CH:11]([O:14][CH3:15])[CH2:12][CH2:13]3)[N:20]=1, predict the reactants needed to synthesize it. The reactants are: Br[C:2]1[CH:24]=[C:23]2[C:5]([CH2:6][CH2:7][C:8]3([C:16]42[N:20]=[C:19]([NH2:21])[C:18]([CH3:22])=[N:17]4)[CH2:13][CH2:12][CH:11]([O:14][CH3:15])[CH2:10][CH2:9]3)=[CH:4][CH:3]=1.[CH3:25][O:26][C:27]1[CH:28]=[C:29]([CH:32]=[C:33](B2OC(C)(C)C(C)(C)O2)[CH:34]=1)[C:30]#[N:31].CC([PH+](C(C)(C)C)CCCS([O-])(=O)=O)(C)C.CC1CCCO1.C(=O)([O-])[O-].[K+].[K+]. (2) Given the product [Br:1][C:2]1[CH:7]=[CH:6][N:5]=[C:4]2[N:8]([CH2:24][CH2:23][C:22]([O:26][CH2:27][CH3:28])=[O:25])[CH:9]=[CH:10][C:3]=12, predict the reactants needed to synthesize it. The reactants are: [Br:1][C:2]1[CH:7]=[CH:6][N:5]=[C:4]2[NH:8][CH:9]=[CH:10][C:3]=12.N12CCCN=C1CCCCC2.[C:22]([O:26][CH2:27][CH3:28])(=[O:25])[CH:23]=[CH2:24]. (3) Given the product [CH2:17]([O:19][C:20](=[O:40])[CH2:21][S:22][C:23]1[CH:28]=[CH:27][C:26]([O:29][CH2:30][CH2:31][CH:32]([O:9][C:6]2[CH:7]=[CH:8][C:3]([CH2:1][CH3:2])=[CH:4][C:5]=2[O:10][C:11]2[CH:16]=[CH:15][CH:14]=[CH:13][CH:12]=2)[CH3:33])=[CH:25][C:24]=1[CH3:39])[CH3:18], predict the reactants needed to synthesize it. The reactants are: [CH2:1]([C:3]1[CH:8]=[CH:7][C:6]([OH:9])=[C:5]([O:10][C:11]2[CH:16]=[CH:15][CH:14]=[CH:13][CH:12]=2)[CH:4]=1)[CH3:2].[CH2:17]([O:19][C:20](=[O:40])[CH2:21][S:22][C:23]1[CH:28]=[CH:27][C:26]([O:29][CH2:30][CH2:31][C@@H:32](OS(C)(=O)=O)[CH3:33])=[CH:25][C:24]=1[CH3:39])[CH3:18].C([O-])([O-])=O.[Cs+].[Cs+].Cl.